This data is from Forward reaction prediction with 1.9M reactions from USPTO patents (1976-2016). The task is: Predict the product of the given reaction. (1) Given the reactants [NH2:1][C:2]1[C:3]([C:9]([NH:11][C:12]2[C:17]([N:18]3[CH2:23][CH2:22][C:21]([NH:25][C:26](=[O:32])[O:27][C:28]([CH3:31])([CH3:30])[CH3:29])([CH3:24])[CH2:20][CH2:19]3)=[CH:16][CH:15]=[CH:14][N:13]=2)=[O:10])=[N:4][C:5](Br)=[CH:6][N:7]=1.[B:33]1([B:33]2[O:37][C:36]([CH3:39])([CH3:38])[C:35]([CH3:41])([CH3:40])[O:34]2)[O:37][C:36]([CH3:39])([CH3:38])[C:35]([CH3:41])([CH3:40])[O:34]1.C([O-])(=O)C.[K+], predict the reaction product. The product is: [NH2:1][C:2]1[C:3]([C:9]([NH:11][C:12]2[C:17]([N:18]3[CH2:23][CH2:22][C:21]([NH:25][C:26](=[O:32])[O:27][C:28]([CH3:31])([CH3:30])[CH3:29])([CH3:24])[CH2:20][CH2:19]3)=[CH:16][CH:15]=[CH:14][N:13]=2)=[O:10])=[N:4][C:5]([B:33]2[O:37][C:36]([CH3:39])([CH3:38])[C:35]([CH3:41])([CH3:40])[O:34]2)=[CH:6][N:7]=1. (2) Given the reactants [OH:1][CH2:2][C@H:3]1[N:8]([C:9]([O:11][CH2:12][C:13]2[CH:18]=[CH:17][CH:16]=[CH:15][CH:14]=2)=[O:10])[CH2:7][C@@H:6]([C:19]([O:21]C)=[O:20])[CH2:5][CH2:4]1.O.[OH-].[Li+], predict the reaction product. The product is: [CH2:12]([O:11][C:9]([N:8]1[C@H:3]([CH2:2][OH:1])[CH2:4][CH2:5][C@H:6]([C:19]([OH:21])=[O:20])[CH2:7]1)=[O:10])[C:13]1[CH:18]=[CH:17][CH:16]=[CH:15][CH:14]=1. (3) The product is: [F:1][CH2:2][CH2:3][CH2:4][O:5][C:6]1[CH:14]=[C:13]2[C:9]([CH2:10][C:11]3([CH2:16][CH2:17][CH:18]([OH:21])[CH2:19][CH2:20]3)[C:12]2=[O:15])=[CH:8][CH:7]=1. Given the reactants [F:1][CH2:2][CH2:3][CH2:4][O:5][C:6]1[CH:14]=[C:13]2[C:9]([CH2:10][C:11]3([CH2:20][CH2:19][C:18](=[O:21])[CH2:17][CH2:16]3)[C:12]2=[O:15])=[CH:8][CH:7]=1.Cl.[Na+].[Cl-], predict the reaction product. (4) Given the reactants [CH3:1][C:2]1[N:7]=[C:6]([C:8]2[C:9](=[O:35])[NH:10][C:11](=[O:34])[N:12]([CH2:14][CH2:15][CH2:16][CH2:17][N:18]3[CH2:23][C@H:22]4[C@:20]([C:24]5[CH:29]=[CH:28][C:27]([C:30]([F:33])([F:32])[F:31])=[CH:26][CH:25]=5)([CH2:21]4)[CH2:19]3)[CH:13]=2)[CH:5]=[CH:4][CH:3]=1.[ClH:36].O1CCOCC1, predict the reaction product. The product is: [ClH:36].[ClH:36].[CH3:1][C:2]1[N:7]=[C:6]([C:8]2[C:9](=[O:35])[NH:10][C:11](=[O:34])[N:12]([CH2:14][CH2:15][CH2:16][CH2:17][N:18]3[CH2:23][C@H:22]4[C@:20]([C:24]5[CH:25]=[CH:26][C:27]([C:30]([F:31])([F:33])[F:32])=[CH:28][CH:29]=5)([CH2:21]4)[CH2:19]3)[CH:13]=2)[CH:5]=[CH:4][CH:3]=1. (5) Given the reactants [Br:1][C:2]1[CH:3]=[C:4]([C:8]([OH:10])=[O:9])[NH:5][C:6]=1[CH3:7].[F:11][C:12]1[C:17](O)=[C:16]([F:19])[C:15]([F:20])=[C:14]([F:21])[C:13]=1[F:22].C(Cl)CCl, predict the reaction product. The product is: [Br:1][C:2]1[CH:3]=[C:4]([C:8]([O:10][C:17]2[C:16]([F:19])=[C:15]([F:20])[C:14]([F:21])=[C:13]([F:22])[C:12]=2[F:11])=[O:9])[NH:5][C:6]=1[CH3:7]. (6) Given the reactants [CH:1]([CH:3]1[CH2:8][CH2:7][CH2:6][CH2:5][CH2:4]1)=[CH2:2].C([O-])([O-])=O.[Cs+].[Cs+].[CH3:15][Si:16]([CH3:43])([CH3:42])[CH2:17][CH2:18][S:19]([N:22]1[CH2:27][CH2:26][CH2:25][CH:24]([CH:28]([O:36][CH2:37][CH2:38][CH2:39][O:40][CH3:41])[C:29]2[CH:34]=[CH:33][CH:32]=[CH:31][C:30]=2Br)[CH2:23]1)(=[O:21])=[O:20], predict the reaction product. The product is: [CH3:15][Si:16]([CH3:43])([CH3:42])[CH2:17][CH2:18][S:19]([N:22]1[CH2:27][CH2:26][CH2:25][CH:24]([CH:28]([O:36][CH2:37][CH2:38][CH2:39][O:40][CH3:41])[C:29]2[CH:34]=[CH:33][CH:32]=[CH:31][C:30]=2[CH2:2][CH2:1][CH:3]2[CH2:8][CH2:7][CH2:6][CH2:5][CH2:4]2)[CH2:23]1)(=[O:21])=[O:20].